Dataset: Catalyst prediction with 721,799 reactions and 888 catalyst types from USPTO. Task: Predict which catalyst facilitates the given reaction. (1) Product: [ClH:1].[F:13][C:10]([F:11])([F:12])[C:8]1[CH:7]=[C:6]([C@H:14]([N:16]([CH3:34])[C:17](=[O:33])[CH2:18][C:19]([C:26]2[CH:27]=[CH:28][C:29]([F:32])=[CH:30][CH:31]=2)=[C:20]2[CH2:21][CH2:22][NH:23][CH2:24][CH2:25]2)[CH3:15])[CH:5]=[C:4]([C:3]([F:35])([F:36])[F:2])[CH:9]=1. Reactant: [ClH:1].[F:2][C:3]([F:36])([F:35])[C:4]1[CH:5]=[C:6]([C@H:14]([N:16]([CH3:34])[C:17](=[O:33])[CH2:18][C:19]([C:26]2[CH:31]=[CH:30][C:29]([F:32])=[CH:28][CH:27]=2)=[C:20]2[CH2:25][CH2:24][NH:23][CH2:22][CH2:21]2)[CH3:15])[CH:7]=[C:8]([C:10]([F:13])([F:12])[F:11])[CH:9]=1. The catalyst class is: 28. (2) Reactant: Cl.O.[NH:3]1[CH2:8][CH2:7][C:6](=[O:9])[CH2:5][CH2:4]1.C(=O)(O)[O-].[Na+].[C:15](O[C:15]([O:17][C:18]([CH3:21])([CH3:20])[CH3:19])=[O:16])([O:17][C:18]([CH3:21])([CH3:20])[CH3:19])=[O:16]. Product: [C:18]([O:17][C:15]([N:3]1[CH2:8][CH2:7][C:6](=[O:9])[CH2:5][CH2:4]1)=[O:16])([CH3:21])([CH3:20])[CH3:19]. The catalyst class is: 38. (3) Reactant: [OH:1][C:2]1[CH:7]=[CH:6][CH:5]=[CH:4][C:3]=1[C:8]1[N:17]=[C:16]([N:18]2[CH2:23][CH2:22][CH:21]([NH:24]C(=O)OC(C)(C)C)[CH2:20][CH2:19]2)[C:15]2[C:10](=[CH:11][C:12]([CH3:32])=[CH:13][CH:14]=2)[N:9]=1.C(O)(C(F)(F)F)=O. Product: [NH2:24][CH:21]1[CH2:22][CH2:23][N:18]([C:16]2[C:15]3[C:10](=[CH:11][C:12]([CH3:32])=[CH:13][CH:14]=3)[N:9]=[C:8]([C:3]3[CH:4]=[CH:5][CH:6]=[CH:7][C:2]=3[OH:1])[N:17]=2)[CH2:19][CH2:20]1. The catalyst class is: 2. (4) Reactant: [OH:1][C:2]1([C:8]2[S:9][CH:10]=[CH:11][N:12]=2)[CH2:7][CH2:6][CH2:5][CH2:4][CH2:3]1.CCN(C(C)C)C(C)C.[CH3:22][Si:23]([CH3:30])([CH3:29])[CH2:24][CH2:25][O:26][CH2:27]Cl.[NH4+].[Cl-]. Product: [CH3:22][Si:23]([CH3:30])([CH3:29])[CH2:24][CH2:25][O:26][CH2:27][O:1][C:2]1([C:8]2[S:9][CH:10]=[CH:11][N:12]=2)[CH2:3][CH2:4][CH2:5][CH2:6][CH2:7]1. The catalyst class is: 4. (5) Reactant: B(O)O.ClC1C(N(C)[CH2:12][C:13]([O:15][C:16]([CH3:19])([CH3:18])[CH3:17])=[O:14])=NC=CN=1.C(=O)([O-])[O-].[K+].[K+].O.O1CC[CH2:30][CH2:29]1. Product: [CH3:29][CH2:30][CH2:19][CH:16]([CH3:17])[CH3:18].[C:13]([O:15][CH2:16][CH3:17])(=[O:14])[CH3:12]. The catalyst class is: 73.